This data is from Forward reaction prediction with 1.9M reactions from USPTO patents (1976-2016). The task is: Predict the product of the given reaction. (1) Given the reactants [Cl:1][C:2]1[CH:3]=[C:4]([NH2:21])[C:5]([NH2:20])=[CH:6][C:7]=1[O:8][C:9]1[CH:14]=[CH:13][C:12]([C:15]([F:18])([F:17])[F:16])=[CH:11][C:10]=1[Cl:19].[F:22][C:23]([F:31])([F:30])[C:24]([F:29])([F:28])[C:25](O)=O, predict the reaction product. The product is: [Cl:1][C:2]1[C:7]([O:8][C:9]2[CH:14]=[CH:13][C:12]([C:15]([F:18])([F:16])[F:17])=[CH:11][C:10]=2[Cl:19])=[CH:6][C:5]2[NH:20][C:25]([C:24]([F:29])([F:28])[C:23]([F:31])([F:30])[F:22])=[N:21][C:4]=2[CH:3]=1. (2) Given the reactants [H-].[Al+3].[Li+].[H-].[H-].[H-].[C:7]([O:11][C:12]([N:14]1[CH2:19][CH2:18][C:17]([NH:23][C:24]([O:26][C:27]([CH3:30])([CH3:29])[CH3:28])=[O:25])([C:20](O)=[O:21])[CH2:16][CH2:15]1)=[O:13])([CH3:10])([CH3:9])[CH3:8].O.[OH-].[Na+], predict the reaction product. The product is: [C:7]([O:11][C:12]([N:14]1[CH2:19][CH2:18][C:17]([NH:23][C:24]([O:26][C:27]([CH3:30])([CH3:29])[CH3:28])=[O:25])([CH2:20][OH:21])[CH2:16][CH2:15]1)=[O:13])([CH3:9])([CH3:10])[CH3:8]. (3) Given the reactants [CH:1]([Si:4]([CH:41]([CH3:43])[CH3:42])([CH:38]([CH3:40])[CH3:39])[O:5][C@H:6]1[C@H:11]([O:12][Si:13]([CH:20]([CH3:22])[CH3:21])([CH:17]([CH3:19])[CH3:18])[CH:14]([CH3:16])[CH3:15])[CH:10]=[C:9](B(O)O)[O:8][C@@H:7]1[CH2:26][O:27][Si:28]([CH:35]([CH3:37])[CH3:36])([CH:32]([CH3:34])[CH3:33])[CH:29]([CH3:31])[CH3:30])([CH3:3])[CH3:2].[Cl:44][C:45]1[C:50]([N+:51]([O-:53])=[O:52])=[C:49](Cl)[N:48]=[CH:47][N:46]=1.C(=O)([O-])[O-].[Na+].[Na+], predict the reaction product. The product is: [CH:1]([Si:4]([CH:41]([CH3:43])[CH3:42])([CH:38]([CH3:40])[CH3:39])[O:5][C@H:6]1[C@H:11]([O:12][Si:13]([CH:20]([CH3:22])[CH3:21])([CH:17]([CH3:19])[CH3:18])[CH:14]([CH3:16])[CH3:15])[CH:10]=[C:9]([C:49]2[C:50]([N+:51]([O-:53])=[O:52])=[C:45]([Cl:44])[N:46]=[CH:47][N:48]=2)[O:8][C@@H:7]1[CH2:26][O:27][Si:28]([CH:35]([CH3:37])[CH3:36])([CH:32]([CH3:34])[CH3:33])[CH:29]([CH3:31])[CH3:30])([CH3:3])[CH3:2]. (4) The product is: [C:1]([O:5][C:6](=[O:15])[CH2:7][CH:8]1[CH2:9][CH:10]([C:12]([OH:14])=[O:13])[CH2:11]1)([CH3:4])([CH3:2])[CH3:3]. Given the reactants [C:1]([O:5][C:6](=[O:15])[CH:7]=[C:8]1[CH2:11][CH:10]([C:12]([OH:14])=[O:13])[CH2:9]1)([CH3:4])([CH3:3])[CH3:2], predict the reaction product. (5) Given the reactants C(OC([N:11]1[CH2:16][CH2:15][C:14]([C:17]2[C:26]3[C:21](=[CH:22][CH:23]=[C:24]([O:27][CH3:28])[CH:25]=3)[CH:20]=[CH:19][CH:18]=2)=[CH:13][CH2:12]1)=O)C1C=CC=CC=1, predict the reaction product. The product is: [CH3:28][O:27][C:24]1[CH:25]=[C:26]2[C:21]([CH:20]=[CH:19][CH:18]=[C:17]2[C:14]2[CH2:15][CH2:16][NH:11][CH2:12][CH:13]=2)=[CH:22][CH:23]=1.[NH:11]1[CH2:16][CH2:15][CH2:14][CH2:13][CH2:12]1.